Predict the reactants needed to synthesize the given product. From a dataset of Full USPTO retrosynthesis dataset with 1.9M reactions from patents (1976-2016). Given the product [Cl:1][C:2]1[CH:7]=[C:6]([Cl:8])[CH:5]=[CH:4][C:3]=1[C@H:9]1[CH2:12][CH2:11][C@H:10]1[NH:13][C:28]([C:27]1[C:23]([CH:22]([F:32])[F:21])=[N:24][N:25]([CH3:31])[CH:26]=1)=[O:29].[Cl:1][C:2]1[CH:7]=[C:6]([Cl:8])[CH:5]=[CH:4][C:3]=1[C@@H:9]1[CH2:12][CH2:11][C@H:10]1[NH:13][C:28]([C:27]1[C:23]([CH:22]([F:32])[F:21])=[N:24][N:25]([CH3:31])[CH:26]=1)=[O:29], predict the reactants needed to synthesize it. The reactants are: [Cl:1][C:2]1[CH:7]=[C:6]([Cl:8])[CH:5]=[CH:4][C:3]=1[CH:9]1[CH2:12][CH2:11][CH:10]1[NH2:13].C(N(CC)CC)C.[F:21][CH:22]([F:32])[C:23]1[C:27]([C:28](Cl)=[O:29])=[CH:26][N:25]([CH3:31])[N:24]=1.